Dataset: Reaction yield outcomes from USPTO patents with 853,638 reactions. Task: Predict the reaction yield, written as a fraction of the theoretical maximum amount of product (1.0 means a 100% yield; for example, 0.34 means a 34% yield). (1) The reactants are Cl[C:2]1[N:7]=[N:6][C:5]2[C:8]3[CH:16]=[CH:15][CH:14]=[CH:13][C:9]=3[CH2:10][CH2:11][CH2:12][C:4]=2[CH:3]=1.[NH2:17][NH2:18].O. The catalyst is C(O)C. The product is [NH:17]([C:2]1[N:7]=[N:6][C:5]2[C:8]3[CH:16]=[CH:15][CH:14]=[CH:13][C:9]=3[CH2:10][CH2:11][CH2:12][C:4]=2[CH:3]=1)[NH2:18]. The yield is 0.980. (2) The reactants are Cl.[F:2][C:3]1[CH:4]=[C:5]2[C:10](=[C:11]([N:13]3[CH2:18][CH2:17][N:16]([CH3:19])[CH2:15][CH2:14]3)[CH:12]=1)[O:9][CH:8]([C:20]([OH:22])=O)[CH2:7][CH2:6]2.C(N(CC)C(C)C)(C)C.CN(C(ON1N=NC2C=CC=CC1=2)=[N+](C)C)C.[B-](F)(F)(F)F.[NH2:54][C:55]1[CH:60]=[CH:59][C:58]([N:61]2[CH2:65][CH2:64][CH2:63][C:62]2=[O:66])=[CH:57][CH:56]=1. The catalyst is CN(C)C=O.C(OCC)(=O)C.CCOCC. The product is [F:2][C:3]1[CH:4]=[C:5]2[C:10](=[C:11]([N:13]3[CH2:14][CH2:15][N:16]([CH3:19])[CH2:17][CH2:18]3)[CH:12]=1)[O:9][CH:8]([C:20]([NH:54][C:55]1[CH:60]=[CH:59][C:58]([N:61]3[CH2:65][CH2:64][CH2:63][C:62]3=[O:66])=[CH:57][CH:56]=1)=[O:22])[CH2:7][CH2:6]2. The yield is 0.620. (3) The reactants are Cl[C:2]1[N:7]=[C:6]([C:8]2[C:16]3[C:11](=[CH:12][CH:13]=[CH:14][CH:15]=3)[N:10]([CH3:17])[CH:9]=2)[CH:5]=[CH:4][N:3]=1.[F:18][C:19]1[C:25]([N+:26]([O-:28])=[O:27])=[CH:24][C:22]([NH2:23])=[C:21]([O:29][CH3:30])[CH:20]=1.O.C1(C)C=CC(S(O)(=O)=O)=CC=1.N.O. The catalyst is O1CCOCC1. The product is [F:18][C:19]1[C:25]([N+:26]([O-:28])=[O:27])=[CH:24][C:22]([NH:23][C:2]2[N:7]=[C:6]([C:8]3[C:16]4[C:11](=[CH:12][CH:13]=[CH:14][CH:15]=4)[N:10]([CH3:17])[CH:9]=3)[CH:5]=[CH:4][N:3]=2)=[C:21]([O:29][CH3:30])[CH:20]=1. The yield is 0.850. (4) The reactants are [Cl:1][C:2]1[CH:32]=[CH:31][C:5]([CH2:6][N:7]2[C:15]3[C:10](=[CH:11][CH:12]=[CH:13][CH:14]=3)[C:9]([C:16]([C:18]3[NH:19][CH:20]=[C:21]([CH:23]([OH:30])[C:24]4[CH:25]=[N:26][CH:27]=[CH:28][CH:29]=4)[N:22]=3)=[O:17])=[CH:8]2)=[CH:4][CH:3]=1. The catalyst is C(Cl)Cl.O=[Mn]=O. The product is [Cl:1][C:2]1[CH:3]=[CH:4][C:5]([CH2:6][N:7]2[C:15]3[C:10](=[CH:11][CH:12]=[CH:13][CH:14]=3)[C:9]([C:16]([C:18]3[NH:19][CH:20]=[C:21]([C:23]([C:24]4[CH:25]=[N:26][CH:27]=[CH:28][CH:29]=4)=[O:30])[N:22]=3)=[O:17])=[CH:8]2)=[CH:31][CH:32]=1. The yield is 0.750. (5) The reactants are Cl[C:2]1[N:7]=[CH:6][C:5]([C:8]2[O:12][N:11]=[C:10]([C:13]3[N:18]=[C:17]([N:19]([CH3:26])[C:20]4[CH:25]=[CH:24][CH:23]=[CH:22][CH:21]=4)[N:16]=[C:15]([NH2:27])[N:14]=3)[N:9]=2)=[CH:4][CH:3]=1.[CH:28]([NH2:31])([CH3:30])[CH3:29].CCN(C(C)C)C(C)C. The yield is 0.270. The product is [CH3:26][N:19]([C:20]1[CH:25]=[CH:24][CH:23]=[CH:22][CH:21]=1)[C:17]1[N:16]=[C:15]([NH2:27])[N:14]=[C:13]([C:10]2[N:9]=[C:8]([C:5]3[CH:6]=[N:7][C:2]([NH:31][CH:28]([CH3:30])[CH3:29])=[CH:3][CH:4]=3)[O:12][N:11]=2)[N:18]=1. The catalyst is CCO. (6) The reactants are [Cl:1][C:2]1[CH:7]=[CH:6][C:5]([N:8]=[C:9]=[O:10])=[CH:4][CH:3]=1.[NH2:11][C:12]1[CH:29]=[CH:28][C:15]([O:16][C:17]2[CH:22]=[CH:21][N:20]=[C:19]([NH:23][CH2:24][CH2:25][CH2:26][OH:27])[N:18]=2)=[CH:14][CH:13]=1. The catalyst is C1COCC1. The product is [Cl:1][C:2]1[CH:7]=[CH:6][C:5]([NH:8][C:9]([NH:11][C:12]2[CH:13]=[CH:14][C:15]([O:16][C:17]3[CH:22]=[CH:21][N:20]=[C:19]([NH:23][CH2:24][CH2:25][CH2:26][OH:27])[N:18]=3)=[CH:28][CH:29]=2)=[O:10])=[CH:4][CH:3]=1. The yield is 0.160.